This data is from Full USPTO retrosynthesis dataset with 1.9M reactions from patents (1976-2016). The task is: Predict the reactants needed to synthesize the given product. (1) Given the product [Cl:21][C:22]1[CH:27]=[CH:26][C:25]([C@@H:28]([NH:30][CH2:17][CH2:16][C:6]2([NH:5][C:3](=[O:4])[C:2]([F:19])([F:20])[F:1])[CH2:15][CH2:14][C:9]3([O:13][CH2:12][CH2:11][O:10]3)[CH2:8][CH2:7]2)[CH3:29])=[CH:24][CH:23]=1, predict the reactants needed to synthesize it. The reactants are: [F:1][C:2]([F:20])([F:19])[C:3]([NH:5][C:6]1([CH2:16][CH:17]=O)[CH2:15][CH2:14][C:9]2([O:13][CH2:12][CH2:11][O:10]2)[CH2:8][CH2:7]1)=[O:4].[Cl:21][C:22]1[CH:27]=[CH:26][C:25]([C@@H:28]([NH2:30])[CH3:29])=[CH:24][CH:23]=1. (2) Given the product [ClH:1].[CH3:19][C:20]1([CH3:32])[CH:29]=[CH:28][C:27]2[C:22](=[C:23]([CH2:30][N:9]3[CH2:8][CH2:7][C:6]4([CH2:2][NH:3][CH2:4][CH2:5]4)[CH2:11][CH2:10]3)[CH:24]=[CH:25][CH:26]=2)[O:21]1, predict the reactants needed to synthesize it. The reactants are: [ClH:1].[CH2:2]1[C:6]2([CH2:11][CH2:10][NH:9][CH2:8][CH2:7]2)[CH2:5][CH2:4][N:3]1C(OC(C)(C)C)=O.[CH3:19][C:20]1([CH3:32])[CH:29]=[CH:28][C:27]2[C:22](=[C:23]([CH:30]=O)[CH:24]=[CH:25][CH:26]=2)[O:21]1. (3) Given the product [C:48]([O:52][C:53]([N:38]1[CH2:39][C@@H:34]([CH3:33])[N:35]([CH2:41][C:42]2[CH:47]=[CH:46][CH:45]=[CH:44][N:43]=2)[C@@H:36]([CH3:40])[CH2:37]1)=[O:54])([CH3:51])([CH3:50])[CH3:49], predict the reactants needed to synthesize it. The reactants are: ClC1N=C(N2CCOCC2)C2SC(CN3C[C@@H](C)N(CC4C=CC=CN=4)[C@@H](C)C3)=CC=2N=1.[CH3:33][C@H:34]1[CH2:39][NH:38][CH2:37][C@@H:36]([CH3:40])[N:35]1[CH2:41][C:42]1[CH:47]=[CH:46][CH:45]=[CH:44][N:43]=1.[C:48]([O:52][C:53](N1C[C@H](C)N[C@H](C)C1)=[O:54])([CH3:51])([CH3:50])[CH3:49].Br.BrCC1C=CC=CN=1.C(=O)([O-])[O-].[K+].[K+]. (4) Given the product [Br:1][C:2]1[C:3]([Cl:12])=[CH:4][C:5]([O:10][CH3:11])=[C:6]([CH:9]=1)[CH2:7][NH:18][CH2:17][C:16]1[CH:19]=[CH:20][C:21]([O:23][CH3:24])=[CH:22][C:15]=1[O:14][CH3:13], predict the reactants needed to synthesize it. The reactants are: [Br:1][C:2]1[C:3]([Cl:12])=[CH:4][C:5]([O:10][CH3:11])=[C:6]([CH:9]=1)[CH:7]=O.[CH3:13][O:14][C:15]1[CH:22]=[C:21]([O:23][CH3:24])[CH:20]=[CH:19][C:16]=1[CH2:17][NH2:18].[BH4-].[Na+]. (5) Given the product [Br:45][C:46]1[N:47]([C:56]2[C:65]3[C:60](=[CH:61][CH:62]=[CH:63][CH:64]=3)[C:59]([CH:66]3[CH2:68][CH2:67]3)=[CH:58][CH:57]=2)[C:48]([S:51][CH2:52][C:53]([NH:6][CH:5]([CH2:7][C:8]2[CH:13]=[CH:12][CH:11]=[CH:10][CH:9]=2)[C:4]([O:3][CH3:2])=[O:14])=[O:54])=[N:49][N:50]=1, predict the reactants needed to synthesize it. The reactants are: Cl.[CH3:2][O:3][C:4](=[O:14])[C@H:5]([CH2:7][C:8]1[CH:13]=[CH:12][CH:11]=[CH:10][CH:9]=1)[NH2:6].Cl.C(N=C=NCCCN(C)C)C.ON1C2N=CC=CC=2N=N1.N1C(C)=CC=CC=1C.[Br:45][C:46]1[N:47]([C:56]2[C:65]3[C:60](=[CH:61][CH:62]=[CH:63][CH:64]=3)[C:59]([CH:66]3[CH2:68][CH2:67]3)=[CH:58][CH:57]=2)[C:48]([S:51][CH2:52][C:53](O)=[O:54])=[N:49][N:50]=1. (6) Given the product [Br-:31].[CH2:24]([N+:4]1[CH:5]=[CH:6][C:7]([CH2:8][CH:9]2[CH2:18][CH2:17][C:16]3[C:11](=[CH:12][C:13]([O:21][CH3:22])=[C:14]([O:19][CH3:20])[CH:15]=3)[C:10]2=[O:23])=[C:2]([F:1])[CH:3]=1)[C:25]1[CH:30]=[CH:29][CH:28]=[CH:27][CH:26]=1, predict the reactants needed to synthesize it. The reactants are: [F:1][C:2]1[CH:3]=[N:4][CH:5]=[CH:6][C:7]=1[CH2:8][CH:9]1[CH2:18][CH2:17][C:16]2[C:11](=[CH:12][C:13]([O:21][CH3:22])=[C:14]([O:19][CH3:20])[CH:15]=2)[C:10]1=[O:23].[CH2:24]([Br:31])[C:25]1[CH:30]=[CH:29][CH:28]=[CH:27][CH:26]=1.